This data is from Catalyst prediction with 721,799 reactions and 888 catalyst types from USPTO. The task is: Predict which catalyst facilitates the given reaction. (1) Reactant: [Cl:1][C:2]1[C:7]([CH3:8])=[C:6]([Cl:9])[CH:5]=[CH:4][N:3]=1.C1C(=O)N([Br:17])C(=O)C1.C(OOC(=O)C1C=CC=CC=1)(=O)C1C=CC=CC=1. Product: [Br:17][CH2:8][C:7]1[C:2]([Cl:1])=[N:3][CH:4]=[CH:5][C:6]=1[Cl:9]. The catalyst class is: 53. (2) Reactant: Br[CH2:2][C:3]1[N:8]=[C:7]([NH:9][C:10](=[O:15])[C:11]([CH3:14])([CH3:13])[CH3:12])[CH:6]=[CH:5][CH:4]=1.[C:16]1(=[O:26])[NH:20][C:19](=[O:21])[C:18]2=[CH:22][CH:23]=[CH:24][CH:25]=[C:17]12.[K]. Product: [O:21]=[C:19]1[C:18]2[C:17](=[CH:25][CH:24]=[CH:23][CH:22]=2)[C:16](=[O:26])[N:20]1[CH2:2][C:3]1[N:8]=[C:7]([NH:9][C:10](=[O:15])[C:11]([CH3:14])([CH3:13])[CH3:12])[CH:6]=[CH:5][CH:4]=1. The catalyst class is: 9. (3) Reactant: [Cl:1][C:2]1[CH:3]=[CH:4][C:5]([SH:21])=[C:6]([NH:8][S:9]([C:12]2[O:13][C:14]3[CH:20]=[CH:19][CH:18]=[CH:17][C:15]=3[CH:16]=2)(=[O:11])=[O:10])[CH:7]=1.CC1(C)C2C=CC=CC=2I([C:32]([F:35])([F:34])[F:33])O1. Product: [Cl:1][C:2]1[CH:3]=[CH:4][C:5]([S:21][C:32]([F:35])([F:34])[F:33])=[C:6]([NH:8][S:9]([C:12]2[O:13][C:14]3[CH:20]=[CH:19][CH:18]=[CH:17][C:15]=3[CH:16]=2)(=[O:11])=[O:10])[CH:7]=1. The catalyst class is: 2. (4) Reactant: [F:1][C:2]([F:12])([F:11])[C:3]1([C:8]([OH:10])=O)[CH2:7][CH2:6][CH2:5][CH2:4]1.[NH:13]1[CH2:18][CH2:17][CH:16]([C:19]([O:21][CH2:22][CH3:23])=[O:20])[CH2:15][CH2:14]1.C(Cl)CCl.C1C=CC2N(O)N=NC=2C=1.CCN(C(C)C)C(C)C.[NH4+].[Cl-]. Product: [F:11][C:2]([F:1])([F:12])[C:3]1([C:8]([N:13]2[CH2:18][CH2:17][CH:16]([C:19]([O:21][CH2:22][CH3:23])=[O:20])[CH2:15][CH2:14]2)=[O:10])[CH2:4][CH2:5][CH2:6][CH2:7]1. The catalyst class is: 3. (5) Product: [NH2:1][CH2:2][CH:3]1[C:7]2[CH:8]=[C:9]([C:12]3[C:20]4[C:15](=[CH:16][C:17]([F:21])=[CH:18][CH:19]=4)[NH:14][CH:13]=3)[CH:10]=[CH:11][C:6]=2[S:5](=[O:23])(=[O:22])[NH:4]1. Reactant: [NH2:1][CH2:2][CH:3]1[C:7]2[CH:8]=[C:9]([C:12]3[C:20]4[C:15](=[CH:16][C:17]([F:21])=[CH:18][CH:19]=4)[NH:14][CH:13]=3)[CH:10]=[CH:11][C:6]=2[S:5](=[O:23])(=[O:22])[N:4]1C(C)(C)C.CO. The catalyst class is: 33. (6) Reactant: [NH2:1][C:2]1[N:3]([C:8]2[C:17]3[C:12](=[CH:13][CH:14]=[CH:15][CH:16]=3)[C:11]([CH:18]3[CH2:20][CH2:19]3)=[CH:10][CH:9]=2)[C:4]([SH:7])=[N:5][N:6]=1.[Cl:21][C:22]1[CH:23]=[C:24]([CH:28]=[CH:29][C:30]=1[NH:31][C:32](=[O:35])[CH2:33]Cl)[C:25]([OH:27])=[O:26].O. Product: [NH2:1][C:2]1[N:3]([C:8]2[C:17]3[C:12](=[CH:13][CH:14]=[CH:15][CH:16]=3)[C:11]([CH:18]3[CH2:20][CH2:19]3)=[CH:10][CH:9]=2)[C:4]([S:7][CH2:33][C:32]([NH:31][C:30]2[CH:29]=[CH:28][C:24]([C:25]([OH:27])=[O:26])=[CH:23][C:22]=2[Cl:21])=[O:35])=[N:5][N:6]=1. The catalyst class is: 3. (7) Reactant: [CH3:1][S:2]([C:5]([C:8]1[CH:9]=[C:10]2[C:15](=[C:16]([C:18]3[CH:23]=[CH:22][CH:21]=[C:20]([C:24]4[CH:25]=[C:26]5[N:32]=[CH:31][N:30](COCC[Si](C)(C)C)[C:27]5=[N:28][CH:29]=4)[CH:19]=3)[CH:17]=1)[N:14]=[CH:13][CH:12]=[CH:11]2)([CH3:7])[CH3:6])(=[O:4])=[O:3].CCCC[N+](CCCC)(CCCC)CCCC.[F-].C(N)CN. Product: [N:32]1[C:26]2[C:27](=[N:28][CH:29]=[C:24]([C:20]3[CH:19]=[C:18]([C:16]4[CH:17]=[C:8]([C:5]([S:2]([CH3:1])(=[O:4])=[O:3])([CH3:6])[CH3:7])[CH:9]=[C:10]5[C:15]=4[N:14]=[CH:13][CH:12]=[CH:11]5)[CH:23]=[CH:22][CH:21]=3)[CH:25]=2)[NH:30][CH:31]=1. The catalyst class is: 18. (8) Reactant: [Cl:1][CH2:2][CH2:3][CH:4]([C:6]1[CH:11]=[CH:10][CH:9]=[CH:8][CH:7]=1)[OH:5].[CH3:12][S:13](Cl)(=[O:15])=[O:14]. Product: [Cl:1][CH2:2][CH2:3][CH:4]([O:5][S:13]([CH3:12])(=[O:15])=[O:14])[C:6]1[CH:11]=[CH:10][CH:9]=[CH:8][CH:7]=1. The catalyst class is: 2. (9) The catalyst class is: 8. Product: [BrH:1].[N:13]1[C:5](=[O:4])[CH2:6][N:7]2[CH:12]=[CH:11][CH:10]=[CH:9][C:8]=12. Reactant: [BrH:1].C([O:4][C:5](=O)[CH2:6][N:7]1[CH:12]=[CH:11][CH:10]=[CH:9][C:8]1=[NH:13])C. (10) Product: [O:25]=[C:26]1[C:32]2=[CH:33][C:34]3[CH:35]=[CH:36][C:37]([C:40]([NH:63][C:61]4[O:60][N:59]=[C:58]([C:57]([F:65])([F:64])[F:56])[CH:62]=4)=[O:42])=[CH:38][C:39]=3[N:31]2[CH2:30][CH2:29][CH2:28][NH:27]1. Reactant: CN(C(ON1N=NC2C=CC=NC1=2)=[N+](C)C)C.F[P-](F)(F)(F)(F)F.[O:25]=[C:26]1[C:32]2=[CH:33][C:34]3[CH:35]=[CH:36][C:37]([C:40]([OH:42])=O)=[CH:38][C:39]=3[N:31]2[CH2:30][CH2:29][CH2:28][NH:27]1.C(N=P1N(C)CCCN1C)(C)(C)C.[F:56][C:57]([F:65])([F:64])[C:58]1[CH:62]=[C:61]([NH2:63])[O:60][N:59]=1. The catalyst class is: 68.